From a dataset of Peptide-MHC class I binding affinity with 185,985 pairs from IEDB/IMGT. Regression. Given a peptide amino acid sequence and an MHC pseudo amino acid sequence, predict their binding affinity value. This is MHC class I binding data. (1) The peptide sequence is ETLDVFGPI. The MHC is HLA-B40:01 with pseudo-sequence HLA-B40:01. The binding affinity (normalized) is 0.0847. (2) The peptide sequence is FRYNGLIHR. The MHC is HLA-B58:01 with pseudo-sequence HLA-B58:01. The binding affinity (normalized) is 0. (3) The peptide sequence is KVTAASPMLY. The binding affinity (normalized) is 0.751. The MHC is HLA-A31:01 with pseudo-sequence HLA-A31:01. (4) The peptide sequence is TEWPQLKVA. The MHC is HLA-A25:01 with pseudo-sequence HLA-A25:01. The binding affinity (normalized) is 0.0847. (5) The peptide sequence is RTRCKYVGCT. The MHC is HLA-A68:02 with pseudo-sequence HLA-A68:02. The binding affinity (normalized) is 0.219. (6) The peptide sequence is NERSSCIS. The MHC is HLA-B27:05 with pseudo-sequence HLA-B27:05. The binding affinity (normalized) is 0. (7) The peptide sequence is KLRKKSSFY. The MHC is HLA-B15:01 with pseudo-sequence HLA-B15:01. The binding affinity (normalized) is 0.585. (8) The peptide sequence is KLLWFLTGT. The MHC is H-2-Kb with pseudo-sequence H-2-Kb. The binding affinity (normalized) is 0.492. (9) The peptide sequence is NHINVELKL. The MHC is HLA-B38:01 with pseudo-sequence HLA-B38:01. The binding affinity (normalized) is 0.509. (10) The peptide sequence is FESVAWSA. The MHC is HLA-B18:01 with pseudo-sequence HLA-B18:01. The binding affinity (normalized) is 0.839.